This data is from Forward reaction prediction with 1.9M reactions from USPTO patents (1976-2016). The task is: Predict the product of the given reaction. (1) Given the reactants C([O:4][CH:5]1[C:9]2=[N:10][CH:11]=[C:12]([NH:28][C:29]([C:31]3[CH:36]=[CH:35][C:34]([F:37])=[C:33]([C:38]4[C:43]([F:44])=[CH:42][C:41]([S:45][CH3:46])=[CH:40][C:39]=4[F:47])[N:32]=3)=[O:30])[C:13]([N:14]3[CH2:19][CH2:18][CH2:17][C@H:16]([NH:20]C(OC(C)(C)C)=O)[CH2:15]3)=[C:8]2[CH2:7][CH2:6]1)(=O)C.[OH-].[Na+].C(O)(C(F)(F)F)=O, predict the reaction product. The product is: [NH2:20][C@H:16]1[CH2:17][CH2:18][CH2:19][N:14]([C:13]2[C:12]([NH:28][C:29]([C:31]3[CH:36]=[CH:35][C:34]([F:37])=[C:33]([C:38]4[C:39]([F:47])=[CH:40][C:41]([S:45][CH3:46])=[CH:42][C:43]=4[F:44])[N:32]=3)=[O:30])=[CH:11][N:10]=[C:9]3[CH:5]([OH:4])[CH2:6][CH2:7][C:8]=23)[CH2:15]1. (2) Given the reactants [Cl:1][C:2]1[CH:10]=[C:9]([F:11])[C:8]([F:12])=[CH:7][C:3]=1[C:4](O)=[O:5].CN(C)C=O.S(Cl)([Cl:20])=O, predict the reaction product. The product is: [Cl:1][C:2]1[CH:10]=[C:9]([F:11])[C:8]([F:12])=[CH:7][C:3]=1[C:4]([Cl:20])=[O:5]. (3) Given the reactants Cl[C:2]1[N:7]=[C:6]([C:8]2[C:9]([C:17]3[CH:18]=[CH:19][C:20]([O:32][CH3:33])=[C:21]([NH:23][C:24](=[O:31])[CH2:25][C:26]4[S:27][CH:28]=[CH:29][CH:30]=4)[CH:22]=3)=[N:10][N:11]3[CH:16]=[CH:15][CH:14]=[CH:13][C:12]=23)[CH:5]=[CH:4][N:3]=1.[CH3:34][N:35]1[CH2:44][CH2:43][C:42]2[C:37](=[CH:38][C:39]([NH2:45])=[CH:40][CH:41]=2)[CH2:36]1.Cl, predict the reaction product. The product is: [CH3:33][O:32][C:20]1[CH:19]=[CH:18][C:17]([C:9]2[C:8]([C:6]3[CH:5]=[CH:4][N:3]=[C:2]([NH:45][C:39]4[CH:38]=[C:37]5[C:42]([CH2:43][CH2:44][N:35]([CH3:34])[CH2:36]5)=[CH:41][CH:40]=4)[N:7]=3)=[C:12]3[CH:13]=[CH:14][CH:15]=[CH:16][N:11]3[N:10]=2)=[CH:22][C:21]=1[NH:23][C:24](=[O:31])[CH2:25][C:26]1[S:27][CH:28]=[CH:29][CH:30]=1. (4) Given the reactants [CH3:1][C:2]1[CH2:7][CH2:6][CH2:5][CH2:4][CH:3]=1.ClS([N:12]=[C:13]=[O:14])(=O)=O, predict the reaction product. The product is: [CH3:1][C:2]12[NH:12][C:13](=[O:14])[CH:7]1[CH2:6][CH2:5][CH2:4][CH2:3]2. (5) Given the reactants [C@@H:1]1([N:10]2[C:19]3[N:18]=[CH:17][N:16]=[C:14]([OH:15])[C:13]=3[N:12]=[CH:11]2)[O:9][C@H:6]([CH2:7][OH:8])[C@@H:4]([OH:5])[C@H:2]1[OH:3].[O-:20][P:21]([O:20][P:21]([O:20][P:21]([O-])([O-:23])=[O:22])([O-:23])=[O:22])([O-:23])=[O:22].C1(CC([O-])=O)C=CC=CC=1.[Na+].[Na+].C1(CC([O-])=O)C=CC=CC=1.C(OP([O-])([O-])=O)(=O)N.[Na+].[Na+], predict the reaction product. The product is: [C@@H:1]1([N:10]2[C:19]3[N:18]=[CH:17][N:16]=[C:14]([OH:15])[C:13]=3[N:12]=[CH:11]2)[O:9][C@H:6]([CH2:7][O:8][P:21]([OH:23])([OH:22])=[O:20])[C@@H:4]([OH:5])[C@H:2]1[OH:3].